Dataset: NCI-60 drug combinations with 297,098 pairs across 59 cell lines. Task: Regression. Given two drug SMILES strings and cell line genomic features, predict the synergy score measuring deviation from expected non-interaction effect. (1) Drug 1: CN(CCCl)CCCl.Cl. Drug 2: CC1=C(C(=O)C2=C(C1=O)N3CC4C(C3(C2COC(=O)N)OC)N4)N. Cell line: HT29. Synergy scores: CSS=29.3, Synergy_ZIP=-6.68, Synergy_Bliss=-0.930, Synergy_Loewe=-5.24, Synergy_HSA=1.77. (2) Drug 1: CC1=C(C(CCC1)(C)C)C=CC(=CC=CC(=CC(=O)O)C)C. Drug 2: C1=NC2=C(N1)C(=S)N=CN2. Cell line: SNB-19. Synergy scores: CSS=8.15, Synergy_ZIP=-0.223, Synergy_Bliss=0.184, Synergy_Loewe=-12.7, Synergy_HSA=-1.76. (3) Cell line: MALME-3M. Synergy scores: CSS=3.90, Synergy_ZIP=-9.82, Synergy_Bliss=-18.8, Synergy_Loewe=-51.9, Synergy_HSA=-21.7. Drug 1: COC1=C(C=C2C(=C1)N=CN=C2NC3=CC(=C(C=C3)F)Cl)OCCCN4CCOCC4. Drug 2: C(CN)CNCCSP(=O)(O)O. (4) Drug 1: CC1=C(C=C(C=C1)NC(=O)C2=CC=C(C=C2)CN3CCN(CC3)C)NC4=NC=CC(=N4)C5=CN=CC=C5. Drug 2: CC1=C(N=C(N=C1N)C(CC(=O)N)NCC(C(=O)N)N)C(=O)NC(C(C2=CN=CN2)OC3C(C(C(C(O3)CO)O)O)OC4C(C(C(C(O4)CO)O)OC(=O)N)O)C(=O)NC(C)C(C(C)C(=O)NC(C(C)O)C(=O)NCCC5=NC(=CS5)C6=NC(=CS6)C(=O)NCCC[S+](C)C)O. Cell line: SR. Synergy scores: CSS=69.3, Synergy_ZIP=0.294, Synergy_Bliss=-0.683, Synergy_Loewe=-13.5, Synergy_HSA=0.354. (5) Drug 1: CC(CN1CC(=O)NC(=O)C1)N2CC(=O)NC(=O)C2. Drug 2: CNC(=O)C1=NC=CC(=C1)OC2=CC=C(C=C2)NC(=O)NC3=CC(=C(C=C3)Cl)C(F)(F)F. Cell line: BT-549. Synergy scores: CSS=25.9, Synergy_ZIP=-7.45, Synergy_Bliss=2.38, Synergy_Loewe=0.698, Synergy_HSA=0.891. (6) Drug 1: C1CN(P(=O)(OC1)NCCCl)CCCl. Drug 2: N.N.Cl[Pt+2]Cl. Cell line: COLO 205. Synergy scores: CSS=14.3, Synergy_ZIP=0.00908, Synergy_Bliss=2.92, Synergy_Loewe=-10.8, Synergy_HSA=3.21. (7) Drug 1: CCC1=CC2CC(C3=C(CN(C2)C1)C4=CC=CC=C4N3)(C5=C(C=C6C(=C5)C78CCN9C7C(C=CC9)(C(C(C8N6C)(C(=O)OC)O)OC(=O)C)CC)OC)C(=O)OC.C(C(C(=O)O)O)(C(=O)O)O. Drug 2: CC(C)CN1C=NC2=C1C3=CC=CC=C3N=C2N. Cell line: PC-3. Synergy scores: CSS=27.4, Synergy_ZIP=-0.685, Synergy_Bliss=-2.08, Synergy_Loewe=-19.1, Synergy_HSA=-1.91.